From a dataset of Forward reaction prediction with 1.9M reactions from USPTO patents (1976-2016). Predict the product of the given reaction. (1) Given the reactants [NH2:1][CH2:2][C@@H:3]1[C@@H:11]([C@@:12]2([CH3:21])[CH2:17][CH2:16][C@H:15]([OH:18])[CH2:14][C@@H:13]2[CH2:19][OH:20])[CH2:10][CH2:9][C@@:8]2([CH3:22])[C@H:4]1[CH2:5][CH2:6][C:7]2=[CH2:23].[BH-](OC(C)=O)(OC(C)=O)OC(C)=O.[Na+].[N:38]1[CH:43]=[CH:42][C:41]([CH:44]=O)=[CH:40][CH:39]=1.[BH4-].[Na+], predict the reaction product. The product is: [OH:20][CH2:19][C@@H:13]1[C@@:12]([CH3:21])([C@H:11]2[CH2:10][CH2:9][C@@:8]3([CH3:22])[C@@H:4]([CH2:5][CH2:6][C:7]3=[CH2:23])[C@@H:3]2[CH2:2][NH:1][CH2:44][C:41]2[CH:42]=[CH:43][N:38]=[CH:39][CH:40]=2)[CH2:17][CH2:16][C@H:15]([OH:18])[CH2:14]1. (2) Given the reactants [CH3:1][N:2]1[C:6]2[CH:7]=[CH:8][C:9]([C:11]([OH:13])=O)=[CH:10][C:5]=2[N:4]=[C:3]1[NH:14][C:15]1[S:16][C:17]2[CH:23]=[C:22]([O:24][C:25]([F:28])([F:27])[F:26])[CH:21]=[CH:20][C:18]=2[N:19]=1.[NH2:29][CH2:30][C:31]([CH3:34])([OH:33])[CH3:32].CN(C(ON1N=NC2C=CC=CC1=2)=[N+](C)C)C.F[P-](F)(F)(F)(F)F.CCN(C(C)C)C(C)C, predict the reaction product. The product is: [OH:33][C:31]([CH3:34])([CH3:32])[CH2:30][NH:29][C:11]([C:9]1[CH:8]=[CH:7][C:6]2[N:2]([CH3:1])[C:3]([NH:14][C:15]3[S:16][C:17]4[CH:23]=[C:22]([O:24][C:25]([F:26])([F:28])[F:27])[CH:21]=[CH:20][C:18]=4[N:19]=3)=[N:4][C:5]=2[CH:10]=1)=[O:13]. (3) Given the reactants [Br:1][C:2]1[CH:3]=[C:4]([C:8]([C:16]2[CH:21]=[CH:20][CH:19]=[CH:18][CH:17]=2)([C:10]2[CH:15]=[CH:14][CH:13]=[CH:12][CH:11]=2)O)[CH:5]=[CH:6][CH:7]=1, predict the reaction product. The product is: [Br:1][C:2]1[CH:7]=[CH:6][CH:5]=[C:4]([CH:8]([C:10]2[CH:15]=[CH:14][CH:13]=[CH:12][CH:11]=2)[C:16]2[CH:21]=[CH:20][CH:19]=[CH:18][CH:17]=2)[CH:3]=1. (4) Given the reactants [OH-].[Na+].[C:3]([C:7]1[N:11]([CH2:12][CH:13]2[CH2:18][CH2:17][O:16][CH2:15][CH2:14]2)[C:10]2[CH:19]=[CH:20][C:21]([S:23]([N:26]3[CH2:30][CH2:29][CH:28]([C:31]([O:33]C)=[O:32])[CH2:27]3)(=[O:25])=[O:24])=[CH:22][C:9]=2[N:8]=1)([CH3:6])([CH3:5])[CH3:4].CO, predict the reaction product. The product is: [C:3]([C:7]1[N:11]([CH2:12][CH:13]2[CH2:14][CH2:15][O:16][CH2:17][CH2:18]2)[C:10]2[CH:19]=[CH:20][C:21]([S:23]([N:26]3[CH2:30][CH2:29][CH:28]([C:31]([OH:33])=[O:32])[CH2:27]3)(=[O:25])=[O:24])=[CH:22][C:9]=2[N:8]=1)([CH3:6])([CH3:4])[CH3:5]. (5) Given the reactants [C:1]([C:5]1[CH:6]=[C:7]2[C:12](=[C:13]([F:15])[CH:14]=1)[C:11](=[O:16])[N:10]([C:17]1[C:22]([CH:23]=[O:24])=[C:21]([C:25]3[CH:26]=[C:27]([C:31]([NH2:33])=[O:32])[N:28]([CH3:30])[CH:29]=3)[CH:20]=[CH:19][N:18]=1)[N:9]=[CH:8]2)([CH3:4])([CH3:3])[CH3:2].C(Cl)Cl.CO.[BH4-].[Na+], predict the reaction product. The product is: [C:1]([C:5]1[CH:6]=[C:7]2[C:12](=[C:13]([F:15])[CH:14]=1)[C:11](=[O:16])[N:10]([C:17]1[C:22]([CH2:23][OH:24])=[C:21]([C:25]3[CH:26]=[C:27]([C:31]([NH2:33])=[O:32])[N:28]([CH3:30])[CH:29]=3)[CH:20]=[CH:19][N:18]=1)[N:9]=[CH:8]2)([CH3:4])([CH3:2])[CH3:3]. (6) Given the reactants [C:14]1(P([C:14]2[CH:19]=[CH:18][CH:17]=[CH:16][CH:15]=2)[C:14]2[CH:19]=[CH:18][CH:17]=[CH:16][CH:15]=2)[CH:19]=[CH:18][CH:17]=[CH:16][CH:15]=1.[CH3:20][C:21]1[O:25][C:24]([CH2:26][CH2:27][OH:28])=[CH:23][CH:22]=1.[C:29]([NH:32]C1C=CC(O)=CC=1)(=[O:31])[CH3:30].CCOC(/N=N/C(OCC)=O)=O, predict the reaction product. The product is: [CH3:20][C:21]1[O:25][C:24]([CH2:26][CH2:27][O:28][C:14]2[CH:15]=[CH:16][C:17]([CH2:30][C:29]([NH2:32])=[O:31])=[CH:18][CH:19]=2)=[CH:23][CH:22]=1.